The task is: Predict the reactants needed to synthesize the given product.. This data is from Full USPTO retrosynthesis dataset with 1.9M reactions from patents (1976-2016). The reactants are: C([O:3][C:4](=[O:21])[CH:5]([S:7][C:8]1[N:12]([C:13]2[CH:18]=[C:17]([CH3:19])[CH:16]=[CH:15][C:14]=2[CH3:20])[N:11]=[N:10][N:9]=1)[CH3:6])C. Given the product [CH3:20][C:14]1[CH:15]=[CH:16][C:17]([CH3:19])=[CH:18][C:13]=1[N:12]1[C:8]([S:7][CH:5]([CH3:6])[C:4]([OH:21])=[O:3])=[N:9][N:10]=[N:11]1, predict the reactants needed to synthesize it.